From a dataset of Reaction yield outcomes from USPTO patents with 853,638 reactions. Predict the reaction yield, written as a fraction of the theoretical maximum amount of product (1.0 means a 100% yield; for example, 0.34 means a 34% yield). (1) The reactants are N12CCCN=C1CCCCC2.[Br:12][CH:13]([C:16]1[C:24]2[O:23][C:22]([C:25]3[CH:30]=[CH:29][C:28]([OH:31])=[CH:27][CH:26]=3)=[N:21][C:20]=2[CH:19]=[C:18]([OH:32])[CH:17]=1)[CH2:14]Br.Cl. The catalyst is C(#N)C. The product is [Br:12][C:13]([C:16]1[C:24]2[O:23][C:22]([C:25]3[CH:30]=[CH:29][C:28]([OH:31])=[CH:27][CH:26]=3)=[N:21][C:20]=2[CH:19]=[C:18]([OH:32])[CH:17]=1)=[CH2:14]. The yield is 0.580. (2) The reactants are [Br:1][C:2]1[CH:3]=[CH:4][C:5]([C:8]([OH:10])=O)=[N:6][CH:7]=1.C(Cl)(=O)C(Cl)=O.Cl.[CH3:18][NH:19][CH3:20].C(N(CC)CC)C. The catalyst is C(Cl)Cl.CN(C)C=O. The product is [Br:1][C:2]1[CH:3]=[CH:4][C:5]([C:8]([N:19]([CH3:20])[CH3:18])=[O:10])=[N:6][CH:7]=1. The yield is 1.00. (3) The reactants are Cl[C:2]1[C:7]2=[CH:8][N:9]([CH3:11])[N:10]=[C:6]2[CH:5]=[C:4]([Cl:12])[N:3]=1.[OH:13][C@@H:14]([C@H:16]1[CH2:20][N:19]([C@H:21]([C:23]2[CH:28]=[CH:27][C:26]([O:29][CH3:30])=[CH:25][CH:24]=2)[CH3:22])[C:18](=[O:31])[CH2:17]1)[CH3:15].[H-].[Na+]. The catalyst is O1CCOCC1. The product is [Cl:12][C:4]1[N:3]=[C:2]([O:13][C@@H:14]([C@H:16]2[CH2:20][N:19]([C@H:21]([C:23]3[CH:24]=[CH:25][C:26]([O:29][CH3:30])=[CH:27][CH:28]=3)[CH3:22])[C:18](=[O:31])[CH2:17]2)[CH3:15])[C:7]2=[CH:8][N:9]([CH3:11])[N:10]=[C:6]2[CH:5]=1. The yield is 0.880. (4) The catalyst is CS(O)(=O)=O.O. The yield is 0.580. The product is [N+:44]([C:43]1[C:38]2[N:37]=[C:29]([C:26]3[CH:25]=[CH:24][C:23]4[CH:22]=[C:21]5[C:16](=[O:15])[NH:17][CH2:18][CH2:19][N:20]5[C:28]=4[CH:27]=3)[O:47][C:39]=2[CH:40]=[CH:41][CH:42]=1)([O-:46])=[O:45]. The reactants are O=P12OP3(OP(OP(O3)(O1)=O)(=O)O2)=O.[O:15]=[C:16]1[C:21]2=[CH:22][C:23]3[CH:24]=[CH:25][C:26]([C:29](OCC)=O)=[CH:27][C:28]=3[N:20]2[C:19]2(CCC2)[CH2:18][NH:17]1.[NH2:37][C:38]1[C:43]([N+:44]([O-:46])=[O:45])=[CH:42][CH:41]=[CH:40][C:39]=1[OH:47]. (5) The reactants are P(Cl)(Cl)([Cl:3])=O.[N+:6]1([O-])[C:15]2[C:10](=[C:11]3[CH:23]=[CH:22][CH:21]=[CH:20][C:12]3=[C:13]3[CH:19]=[CH:18][CH:17]=[CH:16][C:14]3=2)[N:9]=[CH:8][CH:7]=1.C(=O)([O-])[O-].[K+].[K+]. The catalyst is O. The product is [Cl:3][C:7]1[CH:8]=[N:9][C:10]2[C:15](=[C:14]3[CH:16]=[CH:17][CH:18]=[CH:19][C:13]3=[C:12]3[CH:20]=[CH:21][CH:22]=[CH:23][C:11]3=2)[N:6]=1. The yield is 0.930.